Dataset: Forward reaction prediction with 1.9M reactions from USPTO patents (1976-2016). Task: Predict the product of the given reaction. (1) Given the reactants C[O:2][C:3](=[O:35])[CH2:4][NH:5][CH2:6][C:7]1[CH:12]=[CH:11][C:10]([C:13]2[CH:14]=[N:15][CH:16]=[C:17]([C:19]3[CH:24]=[C:23]([C:25]4[CH:30]=[CH:29][CH:28]=[C:27]([CH3:31])[N:26]=4)[N:22]=[C:21]4[NH:32][CH:33]=[CH:34][C:20]=34)[CH:18]=2)=[CH:9][CH:8]=1.[OH-].[Na+].O.CC(O)=O, predict the reaction product. The product is: [CH3:31][C:27]1[N:26]=[C:25]([C:23]2[N:22]=[C:21]3[NH:32][CH:33]=[CH:34][C:20]3=[C:19]([C:17]3[CH:18]=[C:13]([C:10]4[CH:11]=[CH:12][C:7]([CH2:6][NH:5][CH2:4][C:3]([OH:35])=[O:2])=[CH:8][CH:9]=4)[CH:14]=[N:15][CH:16]=3)[CH:24]=2)[CH:30]=[CH:29][CH:28]=1. (2) Given the reactants [NH:1]1[CH:5]=[CH:4][CH:3]=[C:2]1[C:6]([NH:8][NH2:9])=[O:7].[Br:10][C:11]1[CH:19]=[CH:18][C:14]([C:15](Cl)=[O:16])=[CH:13][CH:12]=1.N1C=CC=CC=1, predict the reaction product. The product is: [Br:10][C:11]1[CH:19]=[CH:18][C:14]([C:15]([NH:9][NH:8][C:6]([C:2]2[NH:1][CH:5]=[CH:4][CH:3]=2)=[O:7])=[O:16])=[CH:13][CH:12]=1. (3) Given the reactants [Br:1][C:2]1[CH:3]=[C:4]2[C:9](=[CH:10][CH:11]=1)[N:8]=[CH:7][C:6]([C:12]([CH:14]1[CH2:16][CH2:15]1)=[O:13])=[C:5]2Cl.[CH3:18][N:19]([CH2:21][C:22]1[CH:28]=[CH:27][C:25]([NH2:26])=[CH:24][CH:23]=1)[CH3:20], predict the reaction product. The product is: [Br:1][C:2]1[CH:3]=[C:4]2[C:9](=[CH:10][CH:11]=1)[N:8]=[CH:7][C:6]([C:12]([CH:14]1[CH2:16][CH2:15]1)=[O:13])=[C:5]2[NH:26][C:25]1[CH:24]=[CH:23][C:22]([CH2:21][N:19]([CH3:20])[CH3:18])=[CH:28][CH:27]=1. (4) The product is: [C:1]([O:10][CH2:11][CH2:12][O:13][CH2:14][N:15]1[CH:22]=[C:21]([CH:23]=[CH2:24])[C:19](=[O:20])[NH:18][C:16]1=[O:17])(=[O:8])[C:2]1[CH:7]=[CH:6][CH:5]=[CH:4][CH:3]=1. Given the reactants [C:1](Cl)(=[O:8])[C:2]1[CH:7]=[CH:6][CH:5]=[CH:4][CH:3]=1.[OH:10][CH2:11][CH2:12][O:13][CH2:14][N:15]1[CH:22]=[C:21]([CH:23]=[CH2:24])[C:19](=[O:20])[NH:18][C:16]1=[O:17], predict the reaction product. (5) Given the reactants [F:1][C:2]1[C:10]([O:11][CH3:12])=[CH:9][CH:8]=[CH:7][C:3]=1[C:4]([OH:6])=[O:5].[CH3:13][Si](C=[N+]=[N-])(C)C, predict the reaction product. The product is: [F:1][C:2]1[C:10]([O:11][CH3:12])=[CH:9][CH:8]=[CH:7][C:3]=1[C:4]([O:6][CH3:13])=[O:5]. (6) Given the reactants [Al].O.N.[OH:4][C:5]1[CH:18]=[CH:17][C:16]2[C:15](=O)[C:14]3[C:9](=[CH:10][CH:11]=[C:12]([OH:20])[CH:13]=3)[C:8](=O)[C:7]=2[CH:6]=1.Cl.C([O-])(O)=O.[Na+], predict the reaction product. The product is: [OH:4][C:5]1[CH:18]=[CH:17][C:16]2[C:7](=[CH:8][C:9]3[C:14]([CH:15]=2)=[CH:13][C:12]([OH:20])=[CH:11][CH:10]=3)[CH:6]=1. (7) Given the reactants [NH2:1][C:2]1[CH:3]=[C:4]([CH:8]([NH:10][C:11]2[C:20]3[C:15](=[C:16]([C:21]([NH2:23])=[O:22])[CH:17]=[CH:18][CH:19]=3)[N:14]=[CH:13][N:12]=2)[CH3:9])[CH:5]=[CH:6][CH:7]=1.Cl[C:25]1[O:26][C:27]([C:30]([O:32][CH2:33][CH3:34])=[O:31])=[CH:28][N:29]=1, predict the reaction product. The product is: [CH2:33]([O:32][C:30]([C:27]1[O:26][C:25]([NH:1][C:2]2[CH:7]=[CH:6][CH:5]=[C:4]([CH:8]([NH:10][C:11]3[C:20]4[C:15](=[C:16]([C:21](=[O:22])[NH2:23])[CH:17]=[CH:18][CH:19]=4)[N:14]=[CH:13][N:12]=3)[CH3:9])[CH:3]=2)=[N:29][CH:28]=1)=[O:31])[CH3:34]. (8) Given the reactants CC[O-].[Na+].[Na].[F:6][C:7]([C:10]1[N:15]=[C:14]([C:16](OC)=O)[CH:13]=[CH:12][CH:11]=1)([F:9])[CH3:8].[NH2:20][C:21]([NH:23][C:24]([NH2:26])=[O:25])=[O:22], predict the reaction product. The product is: [F:9][C:7]([C:10]1[N:15]=[C:14]([C:16]2[NH:26][C:24](=[O:25])[NH:23][C:21](=[O:22])[N:20]=2)[CH:13]=[CH:12][CH:11]=1)([F:6])[CH3:8]. (9) The product is: [CH2:15]1[C:23]2[C:18](=[CH:19][C:20]([N:24]3[C:29]4[N:30]=[C:31]([NH:14][C:10]5[CH:11]=[CH:12][CH:13]=[C:8]([CH2:7][N:1]6[CH2:6][CH2:5][O:4][CH2:3][CH2:2]6)[CH:9]=5)[N:32]=[CH:33][C:28]=4[C:27](=[O:38])[C:26]([C:39]([NH2:41])=[O:40])=[CH:25]3)=[CH:21][CH:22]=2)[CH2:17][CH2:16]1. Given the reactants [N:1]1([CH2:7][C:8]2[CH:9]=[C:10]([NH2:14])[CH:11]=[CH:12][CH:13]=2)[CH2:6][CH2:5][O:4][CH2:3][CH2:2]1.[CH2:15]1[C:23]2[C:18](=[CH:19][C:20]([N:24]3[C:29]4[N:30]=[C:31](S(C)(=O)=O)[N:32]=[CH:33][C:28]=4[C:27](=[O:38])[C:26]([C:39]([NH2:41])=[O:40])=[CH:25]3)=[CH:21][CH:22]=2)[CH2:17][CH2:16]1, predict the reaction product. (10) Given the reactants [OH-].[Na+].[Cl:3][C:4]1[CH:5]=[C:6]([CH2:14][CH2:15][C:16]([O:18]CC)=[O:17])[CH:7]=[CH:8][C:9]=1[C:10]([F:13])([F:12])[F:11].C(OCC)(=O)C, predict the reaction product. The product is: [Cl:3][C:4]1[CH:5]=[C:6]([CH2:14][CH2:15][C:16]([OH:18])=[O:17])[CH:7]=[CH:8][C:9]=1[C:10]([F:13])([F:12])[F:11].